The task is: Predict which catalyst facilitates the given reaction.. This data is from Catalyst prediction with 721,799 reactions and 888 catalyst types from USPTO. (1) Reactant: CS([O:5][CH2:6][CH:7]1[CH2:12][C:11]([CH3:26])([S:13]([C:16]2[CH:21]=[CH:20][CH:19]=[C:18]([C:22]([F:25])([F:24])[F:23])[CH:17]=2)(=[O:15])=[O:14])[CH2:10][CH2:9][O:8]1)(=O)=O.[F:27][C:28]1[CH:33]=[C:32]([S:34]([CH3:37])(=[O:36])=[O:35])[CH:31]=[CH:30][C:29]=1O.C1C=CC(P(C2C=CC=CC=2)C2C=CC=CC=2)=CC=1.CCOC(/N=N/C(OCC)=O)=O. Product: [F:27][C:28]1[CH:33]=[C:32]([S:34]([CH3:37])(=[O:36])=[O:35])[CH:31]=[CH:30][C:29]=1[O:5][CH2:6][CH:7]1[CH2:12][C:11]([CH3:26])([S:13]([C:16]2[CH:21]=[CH:20][CH:19]=[C:18]([C:22]([F:23])([F:25])[F:24])[CH:17]=2)(=[O:14])=[O:15])[CH2:10][CH2:9][O:8]1. The catalyst class is: 20. (2) Reactant: [Cl:1][C:2]1[CH:7]=[CH:6][CH:5]=[C:4]([Cl:8])[C:3]=1[C:9]1[C:13]([CH2:14][O:15][C:16]2[CH:21]=[CH:20][C:19]([NH:22][C:23]3[CH:24]=[CH:25][CH:26]=[C:27]4[C:32]=3[CH:31]=[C:30]([C:33]([O:35]C)=[O:34])[CH:29]=[CH:28]4)=[CH:18][CH:17]=2)=[C:12]([CH:37]([CH3:39])[CH3:38])[O:11][N:10]=1.[OH-].[Li+].O1CCOCC1. Product: [Cl:8][C:4]1[CH:5]=[CH:6][CH:7]=[C:2]([Cl:1])[C:3]=1[C:9]1[C:13]([CH2:14][O:15][C:16]2[CH:17]=[CH:18][C:19]([NH:22][C:23]3[CH:24]=[CH:25][CH:26]=[C:27]4[C:32]=3[CH:31]=[C:30]([C:33]([OH:35])=[O:34])[CH:29]=[CH:28]4)=[CH:20][CH:21]=2)=[C:12]([CH:37]([CH3:39])[CH3:38])[O:11][N:10]=1. The catalyst class is: 7. (3) Reactant: [F:1][C:2]1[CH:16]=[CH:15][C:5]([CH2:6][N:7]2[CH2:13][CH:12]3[NH:14][CH:9]([CH2:10][CH2:11]3)[CH2:8]2)=[CH:4][CH:3]=1.C(N(CC)CC)C.Cl[C:25]([CH2:27][O:28][C:29](=[O:31])[CH3:30])=[O:26]. Product: [F:1][C:2]1[CH:3]=[CH:4][C:5]([CH2:6][N:7]2[CH2:8][CH:9]3[N:14]([C:25](=[O:26])[CH2:27][O:28][C:29](=[O:31])[CH3:30])[CH:12]([CH2:11][CH2:10]3)[CH2:13]2)=[CH:15][CH:16]=1. The catalyst class is: 4. (4) Reactant: [Br:1][C:2]1[CH:7]=[CH:6][C:5]2[C:8]3[C:13]([C:14]4([CH2:19][CH2:18][NH:17][CH2:16][CH2:15]4)[C:4]=2[CH:3]=1)=[CH:12][C:11]([Br:20])=[CH:10][CH:9]=3.Cl[C:22]([O:24][CH3:25])=[O:23].CCN(CC)CC. Product: [Br:1][C:2]1[CH:7]=[CH:6][C:5]2[C:8]3[C:13]([C:14]4([CH2:15][CH2:16][N:17]([C:22]([O:24][CH3:25])=[O:23])[CH2:18][CH2:19]4)[C:4]=2[CH:3]=1)=[CH:12][C:11]([Br:20])=[CH:10][CH:9]=3. The catalyst class is: 2. (5) Reactant: Br[C:2]1[CH:3]=[N:4][C:5]([NH:8][C:9]2[CH:26]=[CH:25][C:12]([O:13][CH2:14][CH2:15][N:16]3[CH2:21][CH2:20][CH:19]([C:22]([O-:24])=[O:23])[CH2:18][CH2:17]3)=[CH:11][CH:10]=2)=[N:6][CH:7]=1.[Na+].[F:28][CH:29]([F:46])[O:30][C:31]1[CH:36]=[CH:35][C:34](B2OC(C)(C)C(C)(C)O2)=[CH:33][CH:32]=1.C([O-])([O-])=O.[Na+].[Na+]. Product: [F:28][CH:29]([F:46])[O:30][C:31]1[CH:36]=[CH:35][C:34]([C:2]2[CH:3]=[N:4][C:5]([NH:8][C:9]3[CH:26]=[CH:25][C:12]([O:13][CH2:14][CH2:15][N:16]4[CH2:21][CH2:20][CH:19]([C:22]([OH:24])=[O:23])[CH2:18][CH2:17]4)=[CH:11][CH:10]=3)=[N:6][CH:7]=2)=[CH:33][CH:32]=1. The catalyst class is: 77. (6) Reactant: [F:1][C:2]1[C:3]([CH:10]=[CH:11][C:12]([O:14][CH3:15])=[O:13])=[CH:4][C:5]([O:8][CH3:9])=[N:6][CH:7]=1.[H][H]. Product: [F:1][C:2]1[C:3]([CH2:10][CH2:11][C:12]([O:14][CH3:15])=[O:13])=[CH:4][C:5]([O:8][CH3:9])=[N:6][CH:7]=1. The catalyst class is: 29. (7) Reactant: [CH3:1][C:2]1[C:6](=[O:7])[CH2:5][CH2:4][C:3]=1[NH:8][C:9]1[CH:10]=[C:11]([CH:15]=[CH:16][CH:17]=1)[C:12]([OH:14])=O.CN1CCOCC1.[NH2:25][C:26]1[CH:31]=[CH:30][C:29]([O:32][CH3:33])=[CH:28][CH:27]=1. Product: [CH3:33][O:32][C:29]1[CH:30]=[CH:31][C:26]([NH:25][C:12](=[O:14])[C:11]2[CH:15]=[CH:16][CH:17]=[C:9]([NH:8][C:3]3[CH2:4][CH2:5][C:6](=[O:7])[C:2]=3[CH3:1])[CH:10]=2)=[CH:27][CH:28]=1. The catalyst class is: 2. (8) Reactant: [Li][CH2:2][CH2:3][CH2:4][CH3:5].C1([S:12]([N:15]2[CH:19]=[CH:18][C:17]([CH3:20])=[N:16]2)(=[O:14])=[O:13])C=CC=CC=1.Cl[C:22]([Cl:28])(Cl)[C:23](Cl)(Cl)Cl.[NH4+].[Cl-:30]. Product: [Cl:30][C:19]1[N:15]([S:12]([C:23]2[CH:5]=[CH:4][CH:3]=[CH:2][C:22]=2[Cl:28])(=[O:13])=[O:14])[N:16]=[C:17]([CH3:20])[CH:18]=1. The catalyst class is: 20.